This data is from Full USPTO retrosynthesis dataset with 1.9M reactions from patents (1976-2016). The task is: Predict the reactants needed to synthesize the given product. (1) Given the product [CH3:4][NH:6][C:18](=[O:19])[C:17]1[CH:21]=[CH:22][C:14]([N+:11]([O-:13])=[O:12])=[CH:15][CH:16]=1, predict the reactants needed to synthesize it. The reactants are: Cl.CN.[CH2:4]([N:6](CC)CC)C.[N+:11]([C:14]1[CH:22]=[CH:21][C:17]([C:18](Cl)=[O:19])=[CH:16][CH:15]=1)([O-:13])=[O:12].C(OCC)(=O)C. (2) The reactants are: [N+:1]([O:4][CH:5]([CH2:21][O:22][N+:23]([O-:25])=[O:24])[CH2:6][CH2:7][CH2:8][C:9]([O:11][C@@H:12]1[CH2:16][O:15][C@@H:14]2[C@H:17]([OH:20])[CH2:18][O:19][C@H:13]12)=[O:10])([O-:3])=[O:2].Cl[C:27]([O:29][CH:30]([Cl:32])[CH3:31])=[O:28].N1C=CC=CC=1. Given the product [N+:1]([O:4][CH:5]([CH2:21][O:22][N+:23]([O-:25])=[O:24])[CH2:6][CH2:7][CH2:8][C:9]([O:11][C@@H:12]1[CH2:16][O:15][C@@H:14]2[C@H:17]([O:20][C:27]([O:29][CH:30]([Cl:32])[CH3:31])=[O:28])[CH2:18][O:19][C@H:13]12)=[O:10])([O-:3])=[O:2], predict the reactants needed to synthesize it. (3) Given the product [F:12][C:13]1[CH:14]=[C:15]([CH:16]2[CH2:8][O:17]2)[CH:18]=[CH:19][C:20]=1[O:21][CH3:22], predict the reactants needed to synthesize it. The reactants are: CS(C)=O.[H-].[Na+].[I-].[CH3:8][S+](C)C.[F:12][C:13]1[CH:14]=[C:15]([CH:18]=[CH:19][C:20]=1[O:21][CH3:22])[CH:16]=[O:17]. (4) Given the product [Br:48][CH2:2][C:1]([C:4]1[CH:5]=[CH:6][CH:7]=[C:8]2[C:13]=1[N:12]=[C:11]([N:14]([C:19]1[CH:24]=[CH:23][CH:22]=[CH:21][CH:20]=1)[C:15](=[O:18])[O:16][CH3:17])[CH:10]=[CH:9]2)=[O:3], predict the reactants needed to synthesize it. The reactants are: [C:1]([C:4]1[CH:5]=[CH:6][CH:7]=[C:8]2[C:13]=1[N:12]=[C:11]([N:14]([C:19]1[CH:24]=[CH:23][CH:22]=[CH:21][CH:20]=1)[C:15](=[O:18])[O:16][CH3:17])[CH:10]=[CH:9]2)(=[O:3])[CH3:2].CCN(CC)CC.[Si](OS(C(F)(F)F)(=O)=O)(C(C)(C)C)(C)C.O.[Br:48]Br. (5) Given the product [F:20][C:21]([F:26])([F:25])[C:22]([OH:24])=[O:23].[CH3:1][N:2]1[C:14]([CH2:15][CH:16]([CH3:17])[CH3:18])=[C:13]2[C:4]([C:5]([NH2:19])=[N:6][C:7]3[CH2:8][CH2:9][CH2:10][CH2:11][C:12]=32)=[N:3]1, predict the reactants needed to synthesize it. The reactants are: [CH3:1][N:2]1[C:14]([CH2:15][CH:16]([CH3:18])[CH3:17])=[C:13]2[C:4]([C:5]([NH2:19])=[N:6][C:7]3[CH:8]=[CH:9][CH:10]=[CH:11][C:12]=32)=[N:3]1.[F:20][C:21]([F:26])([F:25])[C:22]([OH:24])=[O:23]. (6) The reactants are: [Br:1][C:2]1[CH:3]=[C:4]([CH:6]=[CH:7][CH:8]=1)[NH2:5].[N:9]([O-])=O.[Na+].O.O.[Cl:15][Sn]Cl. Given the product [ClH:15].[Br:1][C:2]1[CH:3]=[C:4]([NH:5][NH2:9])[CH:6]=[CH:7][CH:8]=1, predict the reactants needed to synthesize it. (7) Given the product [F:14][C:13]([F:16])([F:15])[C:10]([CH2:12][NH:37][C:36]1[N:35]=[C:34]([CH3:38])[N:33]=[C:32]2[N:28]([C:23]3[CH:24]=[CH:25][CH:26]=[CH:27][C:22]=3[F:21])[N:29]=[CH:30][C:31]=12)([OH:11])[CH2:9][C:8]([C:6]1[CH:7]=[C:2]([F:1])[CH:3]=[CH:4][C:5]=1[O:19][CH3:20])([CH3:18])[CH3:17], predict the reactants needed to synthesize it. The reactants are: [F:1][C:2]1[CH:3]=[CH:4][C:5]([O:19][CH3:20])=[C:6]([C:8]([CH3:18])([CH3:17])[CH2:9][C:10]2([C:13]([F:16])([F:15])[F:14])[CH2:12][O:11]2)[CH:7]=1.[F:21][C:22]1[CH:27]=[CH:26][CH:25]=[CH:24][C:23]=1[N:28]1[C:32]2=[N:33][C:34]([CH3:38])=[N:35][C:36]([NH2:37])=[C:31]2[CH:30]=[N:29]1. (8) Given the product [C:1]([OH:9])(=[O:8])[CH:2]=[CH:3][CH2:4][C:5]([OH:7])=[O:6].[C:10]([OH:14])(=[O:13])[CH:11]=[CH2:12], predict the reactants needed to synthesize it. The reactants are: [C:1]([OH:9])(=[O:8])[CH:2]=[CH:3][CH2:4][C:5]([OH:7])=[O:6].[C:10]([OH:14])(=[O:13])[CH:11]=[CH2:12].